This data is from Full USPTO retrosynthesis dataset with 1.9M reactions from patents (1976-2016). The task is: Predict the reactants needed to synthesize the given product. (1) Given the product [OH:14][CH2:13][C:11]1[CH:10]=[CH:9][C:8]2[NH:15][C:4](=[O:3])[CH2:5][O:6][C:7]=2[CH:12]=1, predict the reactants needed to synthesize it. The reactants are: C([O:3][C:4](=O)[CH2:5][O:6][C:7]1[CH:12]=[C:11]([CH:13]=[O:14])[CH:10]=[CH:9][C:8]=1[N+:15]([O-])=O)C. (2) Given the product [CH2:11]([CH:18]1[CH2:23][CH2:22][N:21]([C:25]([C:5]2[CH:4]=[CH:3][C:2]([Cl:1])=[CH:7][CH:6]=2)=[O:26])[CH2:20][CH2:19]1)[C:12]1[CH:17]=[CH:16][CH:15]=[CH:14][CH:13]=1, predict the reactants needed to synthesize it. The reactants are: [Cl:1][C:2]1[CH:7]=[CH:6][C:5](N=C=O)=[CH:4][CH:3]=1.[CH2:11]([CH:18]1[CH2:23][CH2:22][NH:21][CH2:20][CH2:19]1)[C:12]1[CH:17]=[CH:16][CH:15]=[CH:14][CH:13]=1.C[CH2:25][O:26]CC. (3) Given the product [CH3:1][O:2][C:3](=[O:22])[C@@H:4]([NH:13][C:14]([O:16][CH:17]1[CH2:21][CH2:20][CH2:19][CH2:18]1)=[O:15])[CH2:5][CH2:6][CH2:7][CH2:8][CH2:9][CH2:10][CH:11]=[O:12], predict the reactants needed to synthesize it. The reactants are: [CH3:1][O:2][C:3](=[O:22])[C@@H:4]([NH:13][C:14]([O:16][CH:17]1[CH2:21][CH2:20][CH2:19][CH2:18]1)=[O:15])[CH2:5][CH2:6][CH2:7][CH2:8][CH2:9][CH2:10][CH2:11][OH:12].C1C=C[NH+]=CC=1.[O-][Cr](Cl)(=O)=O. (4) Given the product [N:34]([C:11]1[C:4]([CH:1]([CH3:3])[CH3:2])=[N:5][C:6]([N:21]2[CH2:26][CH2:25][N:24]([C:27](=[O:32])[CH2:28][CH2:29][O:30][CH3:31])[C@H:23]([CH3:33])[CH2:22]2)=[C:7]([CH:10]=1)[C:8]#[N:9])=[N+:35]=[N-:36], predict the reactants needed to synthesize it. The reactants are: [CH:1]([C:4]1[C:11](B2OC(C)(C)C(C)(C)O2)=[CH:10][C:7]([C:8]#[N:9])=[C:6]([N:21]2[CH2:26][CH2:25][N:24]([C:27](=[O:32])[CH2:28][CH2:29][O:30][CH3:31])[C@H:23]([CH3:33])[CH2:22]2)[N:5]=1)([CH3:3])[CH3:2].[N-:34]=[N+:35]=[N-:36].[Na+]. (5) Given the product [Cl:9][C:10]1[CH:17]=[C:16]([Cl:18])[CH:15]=[CH:14][C:11]=1[CH2:12][N:6]1[C:2]([CH3:1])=[CH:3][CH:4]=[C:5]1[CH:7]=[O:8], predict the reactants needed to synthesize it. The reactants are: [CH3:1][C:2]1[NH:6][C:5]([CH:7]=[O:8])=[CH:4][CH:3]=1.[Cl:9][C:10]1[CH:17]=[C:16]([Cl:18])[CH:15]=[CH:14][C:11]=1[CH2:12]Cl.CN(C)C=O.[H-].[Na+]. (6) Given the product [NH3:1].[NH2:1][C:2]1[C:3]2[N:4]([C:8]([C@H:12]3[CH2:17][CH2:16][C@H:15]([CH2:18][NH:19][C:20](=[O:29])[O:21][CH2:22][C:23]4[CH:28]=[CH:27][CH:26]=[CH:25][CH:24]=4)[CH2:14][CH2:13]3)=[N:9][C:10]=2[C:38]2[NH:37][C:45]3[C:40]([CH:39]=2)=[CH:41][CH:42]=[CH:43][CH:44]=3)[CH:5]=[CH:6][N:7]=1, predict the reactants needed to synthesize it. The reactants are: [NH2:1][C:2]1[C:3]2[N:4]([C:8]([C@H:12]3[CH2:17][CH2:16][C@H:15]([CH2:18][NH:19][C:20](=[O:29])[O:21][CH2:22][C:23]4[CH:28]=[CH:27][CH:26]=[CH:25][CH:24]=4)[CH2:14][CH2:13]3)=[N:9][C:10]=2I)[CH:5]=[CH:6][N:7]=1.C(OC([N:37]1[C:45]2[C:40](=[CH:41][CH:42]=[CH:43][CH:44]=2)[CH:39]=[C:38]1B(O)O)=O)(C)(C)C.O.C(=O)([O-])[O-].[Cs+].[Cs+]. (7) Given the product [CH:21]1([NH:20][C:15]2[CH:14]=[C:13]([C:3]3[CH:4]=[CH:5][CH:6]=[C:7]([CH3:8])[C:2]=3[CH3:1])[N:18]=[C:17]([NH2:19])[N:16]=2)[CH2:23][CH2:22]1, predict the reactants needed to synthesize it. The reactants are: [CH3:1][C:2]1[C:7]([CH3:8])=[CH:6][CH:5]=[CH:4][C:3]=1B(O)O.Cl[C:13]1[N:18]=[C:17]([NH2:19])[N:16]=[C:15]([NH:20][CH:21]2[CH2:23][CH2:22]2)[CH:14]=1.